From a dataset of Human liver microsome stability data. Regression/Classification. Given a drug SMILES string, predict its absorption, distribution, metabolism, or excretion properties. Task type varies by dataset: regression for continuous measurements (e.g., permeability, clearance, half-life) or binary classification for categorical outcomes (e.g., BBB penetration, CYP inhibition). Dataset: hlm. (1) The drug is CCc1nc2cc(Cl)ccn2c1C(=O)NCc1ccc(-c2ccc(C)cc2)cc1. The result is 1 (stable in human liver microsomes). (2) The drug is N[C@H](Cc1cccc(F)c1)C(=O)Nc1ccc(-c2cn[nH]c2)cc1. The result is 0 (unstable in human liver microsomes). (3) The compound is O=C(Oc1cccc(N2CCS(=O)(=O)CC2)c1)N1CCC(c2ccc(OC(F)(F)F)cc2)CC1. The result is 1 (stable in human liver microsomes). (4) The molecule is CC(C)N1C(=O)C(=O)N=C1NC(=NCCCN(C)C)Nc1ccc(Cl)c(Cl)c1. The result is 0 (unstable in human liver microsomes).